From a dataset of Forward reaction prediction with 1.9M reactions from USPTO patents (1976-2016). Predict the product of the given reaction. (1) The product is: [CH:1]1([C:4]2[C:9]([C:10]3[CH:11]=[N:12][CH:13]=[CH:14][CH:15]=3)=[CH:8][C:7]([C:16]#[N:17])=[C:6]([N:18]3[CH2:23][CH2:22][N:21]([C:30](=[O:31])[CH2:29][C:28]([F:34])([F:33])[F:27])[C@H:20]([CH:24]4[CH2:25][CH2:26]4)[CH2:19]3)[N:5]=2)[CH2:3][CH2:2]1. Given the reactants [CH:1]1([C:4]2[C:9]([C:10]3[CH:11]=[N:12][CH:13]=[CH:14][CH:15]=3)=[CH:8][C:7]([C:16]#[N:17])=[C:6]([N:18]3[CH2:23][CH2:22][NH:21][C@H:20]([CH:24]4[CH2:26][CH2:25]4)[CH2:19]3)[N:5]=2)[CH2:3][CH2:2]1.[F:27][C:28]([F:34])([F:33])[CH2:29][C:30](O)=[O:31].C1C=CC2N(O)N=NC=2C=1.CCN=C=NCCCN(C)C, predict the reaction product. (2) Given the reactants [F:1][C:2]([F:7])([F:6])[CH:3]([OH:5])[CH3:4].[H-].[Na+].Cl[C:11]1[N:16]=[C:15]([C:17]([OH:19])=[O:18])[CH:14]=[CH:13][C:12]=1F.[CH3:21][O-:22].[Na+], predict the reaction product. The product is: [CH3:21][O:22][C:11]1[N:16]=[C:15]([C:17]([OH:19])=[O:18])[CH:14]=[CH:13][C:12]=1[O:5][CH:3]([CH3:4])[C:2]([F:7])([F:6])[F:1]. (3) The product is: [NH:81]([C:119]([O:121][C:122]([CH3:125])([CH3:124])[CH3:123])=[O:120])[CH2:82][C:83]([NH:85][CH2:86][C:87]([NH:89][CH2:90][C:91]([NH:93][C@H:94]([C:102]([NH:104][CH2:105][CH2:106][CH2:107][CH2:108][C:109]([OH:111])=[O:110])=[O:103])[CH2:95][C:96]1[CH:101]=[CH:100][CH:99]=[CH:98][CH:97]=1)=[O:92])=[O:88])=[O:84]. Given the reactants N(C(OC(C)(C)C)=O)CC(NCC(NCC(N[C@H](C(O)=O)CC1C=CC=CC=1)=O)=O)=O.ON1C(=O)CCC1=O.C1CCC(N=C=NC2CCCCC2)CC1.C1(C)C=CC(S(O)(=O)=O)=CC=1.C(OC(=O)CCCCN)C1C=CC=CC=1.[NH:81]([C:119]([O:121][C:122]([CH3:125])([CH3:124])[CH3:123])=[O:120])[CH2:82][C:83]([NH:85][CH2:86][C:87]([NH:89][CH2:90][C:91]([NH:93][C@H:94]([C:102]([NH:104][CH2:105][CH2:106][CH2:107][CH2:108][C:109]([O:111]CC1C=CC=CC=1)=[O:110])=[O:103])[CH2:95][C:96]1[CH:101]=[CH:100][CH:99]=[CH:98][CH:97]=1)=[O:92])=[O:88])=[O:84], predict the reaction product. (4) Given the reactants [Br:1][C:2]1[S:6][C:5]([C:7]([NH:9][CH:10]([C:12]2[N:17]=[N:16][C:15]([NH:18][C:19]3[CH:24]=[CH:23][C:22]([O:25][CH3:26])=[CH:21][CH:20]=3)=[N:14][CH:13]=2)[CH3:11])=O)=[CH:4][CH:3]=1.P(Cl)(Cl)(Cl)=O, predict the reaction product. The product is: [Br:1][C:2]1[S:6][C:5]([C:7]2[N:17]3[C:12]([CH:13]=[N:14][C:15]([NH:18][C:19]4[CH:24]=[CH:23][C:22]([O:25][CH3:26])=[CH:21][CH:20]=4)=[N:16]3)=[C:10]([CH3:11])[N:9]=2)=[CH:4][CH:3]=1. (5) Given the reactants CN(C(ON1N=NC2C=CC=NC1=2)=[N+](C)C)C.F[P-](F)(F)(F)(F)F.C(N(CC)C(C)C)(C)C.[CH3:34][C:35]1[CH:41]=[CH:40][C:38]([NH2:39])=[CH:37][C:36]=1[N:42]1[C:49]2[N:45]([N:46]=[C:47]([C:50]3[CH:51]=[N:52][CH:53]=[CH:54][CH:55]=3)[CH:48]=2)[CH:44]=[CH:43]1.[C:56]([C:60]1[CH:61]=[C:62]([CH:66]=[C:67]([C:69]#[N:70])[CH:68]=1)[C:63](O)=[O:64])([CH3:59])([CH3:58])[CH3:57], predict the reaction product. The product is: [C:56]([C:60]1[CH:61]=[C:62]([CH:66]=[C:67]([C:69]#[N:70])[CH:68]=1)[C:63]([NH:39][C:38]1[CH:40]=[CH:41][C:35]([CH3:34])=[C:36]([N:42]2[C:49]3[N:45]([N:46]=[C:47]([C:50]4[CH:51]=[N:52][CH:53]=[CH:54][CH:55]=4)[CH:48]=3)[CH:44]=[CH:43]2)[CH:37]=1)=[O:64])([CH3:59])([CH3:57])[CH3:58].